This data is from Choline transporter screen with 302,306 compounds. The task is: Binary Classification. Given a drug SMILES string, predict its activity (active/inactive) in a high-throughput screening assay against a specified biological target. The molecule is O1c2cc(Nc3nc(nc4n(nnc34)Cc3ccccc3)C3CC3)ccc2OC1. The result is 0 (inactive).